From a dataset of CYP2D6 inhibition data for predicting drug metabolism from PubChem BioAssay. Regression/Classification. Given a drug SMILES string, predict its absorption, distribution, metabolism, or excretion properties. Task type varies by dataset: regression for continuous measurements (e.g., permeability, clearance, half-life) or binary classification for categorical outcomes (e.g., BBB penetration, CYP inhibition). Dataset: cyp2d6_veith. (1) The compound is O=C(OC1CCN(c2ncc(C(F)(F)F)cc2Cl)CC1)c1cccc(C(F)(F)F)c1. The result is 0 (non-inhibitor). (2) The drug is Cc1cc(C)cc(Oc2coc3cc(OC(=O)c4cccs4)ccc3c2=O)c1. The result is 0 (non-inhibitor). (3) The molecule is COc1ccc(C(=O)N2CCC[C@@]3(CCN(Cc4ccccc4)C3)C2)cc1. The result is 1 (inhibitor).